Dataset: Full USPTO retrosynthesis dataset with 1.9M reactions from patents (1976-2016). Task: Predict the reactants needed to synthesize the given product. (1) Given the product [Cl:18][CH2:17][CH2:16][CH2:15][N:11]1[CH2:12][CH2:13][N:8]([C:6]([O:5][C:1]([CH3:4])([CH3:2])[CH3:3])=[O:7])[CH2:9][CH2:10]1, predict the reactants needed to synthesize it. The reactants are: [C:1]([O:5][C:6]([N:8]1[CH2:13][CH2:12][NH:11][CH2:10][CH2:9]1)=[O:7])([CH3:4])([CH3:3])[CH3:2].Br[CH2:15][CH2:16][CH2:17][Cl:18].C(N(CC)CC)C. (2) Given the product [Cl:1][C:2]1[CH:7]=[CH:6][C:5]([S:8]([NH:11][C:15]2[C:16]([C:22]([N:24]3[CH2:29][CH2:28][O:27][CH2:26][CH:25]3[CH3:30])=[O:23])=[N:17][CH:18]=[C:19]([Cl:21])[CH:20]=2)(=[O:9])=[O:10])=[CH:4][C:3]=1[C:31]([F:34])([F:33])[F:32], predict the reactants needed to synthesize it. The reactants are: [Cl:1][C:2]1[CH:7]=[CH:6][C:5]([S:8]([N:11]([C:15]2[C:16]([C:22]([N:24]3[CH2:29][CH2:28][O:27][CH2:26][CH:25]3[CH3:30])=[O:23])=[N:17][CH:18]=[C:19]([Cl:21])[CH:20]=2)COC)(=[O:10])=[O:9])=[CH:4][C:3]=1[C:31]([F:34])([F:33])[F:32]. (3) Given the product [F:30][C:18]([F:17])([F:29])[C:19]1[CH:27]=[C:26]2[C:22]([CH:23]=[CH:24][N:25]2[NH:28][C:8]([C:7]2[C:2]([CH3:1])=[N:3][C:4]([C:11]3[N:16]=[CH:15][CH:14]=[CH:13][N:12]=3)=[N:5][CH:6]=2)=[O:10])=[CH:21][CH:20]=1, predict the reactants needed to synthesize it. The reactants are: [CH3:1][C:2]1[C:7]([C:8]([OH:10])=O)=[CH:6][N:5]=[C:4]([C:11]2[N:16]=[CH:15][CH:14]=[CH:13][N:12]=2)[N:3]=1.[F:17][C:18]([F:30])([F:29])[C:19]1[CH:27]=[C:26]2[C:22]([CH:23]=[CH:24][N:25]2[NH2:28])=[CH:21][CH:20]=1.C[N+]1(C2N=C(OC)N=C(OC)N=2)CCOCC1.[Cl-]. (4) Given the product [N:28]1[CH:29]=[CH:30][CH:31]=[CH:32][C:27]=1[CH2:26][NH:25][C:21]([C:19]1[CH:18]=[CH:17][N:16]2[CH:24]=[C:13]([C:3]3[C:4]([C:7]4[CH:12]=[CH:11][CH:10]=[CH:9][CH:8]=4)=[N:5][O:6][C:2]=3[CH3:1])[N:14]=[C:15]2[CH:20]=1)=[O:22], predict the reactants needed to synthesize it. The reactants are: [CH3:1][C:2]1[O:6][N:5]=[C:4]([C:7]2[CH:12]=[CH:11][CH:10]=[CH:9][CH:8]=2)[C:3]=1[C:13]1[N:14]=[C:15]2[CH:20]=[C:19]([C:21](O)=[O:22])[CH:18]=[CH:17][N:16]2[CH:24]=1.[NH2:25][CH2:26][C:27]1[CH:32]=[CH:31][CH:30]=[CH:29][N:28]=1. (5) Given the product [F:1][C:2]1[C:3]([N+:23]([O-:25])=[O:24])=[C:4]([O:21][CH3:22])[C:5]2[NH:9][C:8](=[O:10])[N:7]([C:11]3[CH:16]=[CH:15][C:14]([I:17])=[CH:13][C:12]=3[F:18])[C:6]=2[C:19]=1[F:20], predict the reactants needed to synthesize it. The reactants are: [F:1][C:2]1[CH:3]=[C:4]([O:21][CH3:22])[C:5]2[NH:9][C:8](=[O:10])[N:7]([C:11]3[CH:16]=[CH:15][C:14]([I:17])=[CH:13][C:12]=3[F:18])[C:6]=2[C:19]=1[F:20].[N+:23]([O-])([OH:25])=[O:24].C(OCC)(=O)C. (6) Given the product [C:10]([OH:24])(=[O:11])[CH3:19].[NH2:1][C:2]1[N:3]=[C:5]([NH:4][C:7]2[CH:8]=[CH:9][C:10]([O:11][CH2:12][CH2:13][N:14]3[CH2:15][CH2:16][CH2:17][CH2:18]3)=[CH:19][CH:20]=2)[S:6][C:22]=1[C:23]([C:25]1[CH:30]=[CH:29][C:28]([OH:31])=[C:27]([F:32])[CH:26]=1)=[O:24], predict the reactants needed to synthesize it. The reactants are: [N:1]#[C:2][NH2:3].[N:4]([C:7]1[CH:20]=[CH:19][C:10]([O:11][CH2:12][CH2:13][N:14]2[CH2:18][CH2:17][CH2:16][CH2:15]2)=[CH:9][CH:8]=1)=[C:5]=[S:6].Br[CH2:22][C:23]([C:25]1[CH:30]=[CH:29][C:28]([OH:31])=[C:27]([F:32])[CH:26]=1)=[O:24]. (7) Given the product [CH3:77][O:76][C:74](=[O:75])[C@@H:64]([NH:63][C:26]([C:17]1[CH:16]=[C:15]([O:14][CH2:13][C:12]([N:8]2[CH2:9][CH2:10][CH2:11][C@H:7]2[C:5](=[O:6])[NH:4][CH2:3][CH2:2][F:1])=[O:29])[N:19]([C:20]2[CH:25]=[CH:24][CH:23]=[CH:22][CH:21]=2)[N:18]=1)=[O:27])[CH2:65][CH2:66][C:67]([O:68][C:69]([CH3:71])([CH3:72])[CH3:70])=[O:73], predict the reactants needed to synthesize it. The reactants are: [F:1][CH2:2][CH2:3][NH:4][C:5]([C@@H:7]1[CH2:11][CH2:10][CH2:9][N:8]1[C:12](=[O:29])[CH2:13][O:14][C:15]1[N:19]([C:20]2[CH:25]=[CH:24][CH:23]=[CH:22][CH:21]=2)[N:18]=[C:17]([C:26](O)=[O:27])[CH:16]=1)=[O:6].CCN(C(C)C)C(C)C.CN(C(ON1N=NC2C=CC=NC1=2)=[N+](C)C)C.F[P-](F)(F)(F)(F)F.[NH2:63][C@H:64]([C:74]([O:76][CH3:77])=[O:75])[CH2:65][CH2:66][C:67](=[O:73])[O:68][C:69]([CH3:72])([CH3:71])[CH3:70].Cl. (8) Given the product [CH:15]1([C:18]2[CH:23]=[CH:22][CH:21]=[CH:20][C:19]=2[S:24]([C:27]2[CH:32]=[CH:31][C:30]([C@@:33]([OH:39])([CH3:38])[C:34]([F:37])([F:36])[F:35])=[CH:29][CH:28]=2)(=[O:26])=[O:25])[CH2:5][CH2:4]1, predict the reactants needed to synthesize it. The reactants are: C(O[C:4](=O)[C:5]([CH3:15])(C)CC1C=CC(S)=CC=1)C.Br[C:18]1[CH:23]=[CH:22][CH:21]=[CH:20][C:19]=1[S:24]([C:27]1[CH:32]=[CH:31][C:30]([C:33]([OH:39])([CH3:38])[C:34]([F:37])([F:36])[F:35])=[CH:29][CH:28]=1)(=[O:26])=[O:25]. (9) Given the product [Cl:34][C:35]1[CH:36]=[CH:37][C:38]([C:41]2[C:47]3[CH:48]=[C:49]([O:52][CH2:53][CH2:54][CH2:55][C:56]([OH:58])=[O:57])[CH:50]=[CH:51][C:46]=3[N:45]3[C:61]([CH3:64])=[N:62][N:63]=[C:44]3[C@H:43]([CH2:65][C:66]([NH:68][CH2:69][CH3:70])=[O:67])[N:42]=2)=[CH:39][CH:40]=1, predict the reactants needed to synthesize it. The reactants are: ClC1C=CC(C2C3C=C(OCC(O)=O)C=CC=3N3C(C)=NN=C3[C@H](CC(NCC)=O)N=2)=CC=1.[Cl:34][C:35]1[CH:40]=[CH:39][C:38]([C:41]2[C:47]3[CH:48]=[C:49]([O:52][CH2:53][CH2:54][CH2:55][C:56]([O:58]CC)=[O:57])[CH:50]=[CH:51][C:46]=3[N:45]3[C:61]([CH3:64])=[N:62][N:63]=[C:44]3[C@H:43]([CH2:65][C:66]([NH:68][CH2:69][CH3:70])=[O:67])[N:42]=2)=[CH:37][CH:36]=1.